Dataset: Catalyst prediction with 721,799 reactions and 888 catalyst types from USPTO. Task: Predict which catalyst facilitates the given reaction. (1) Reactant: [CH3:1][N:2]1[CH2:7][CH2:6][N:5]([C@@H:8]([CH3:36])[CH2:9][O:10][C:11]2[CH:16]=[CH:15][C:14]([CH:17]3[CH2:22][CH2:21][N:20]([C:23]4[CH:24]=[CH:25][C:26]5[N:27]([C:29]([C:32]([F:35])([F:34])[F:33])=[N:30][N:31]=5)[N:28]=4)[CH2:19][CH2:18]3)=[CH:13][CH:12]=2)[CH2:4][C:3]1=[O:37].C([O-])=O.[NH4+]. Product: [CH3:1][N:2]1[CH2:7][CH2:6][N:5]([C@@H:8]([CH3:36])[CH2:9][O:10][C:11]2[CH:16]=[CH:15][C:14]([CH:17]3[CH2:22][CH2:21][N:20]([C:23]4[CH2:24][CH2:25][C:26]5[N:27]([C:29]([C:32]([F:35])([F:34])[F:33])=[N:30][N:31]=5)[N:28]=4)[CH2:19][CH2:18]3)=[CH:13][CH:12]=2)[CH2:4][C:3]1=[O:37]. The catalyst class is: 29. (2) Reactant: C([O:3][C:4](=[O:18])[CH2:5][O:6][C:7]1[C:15]2[C:10](=[N:11][CH:12]=[CH:13][CH:14]=2)[S:9][C:8]=1[C:16]#[N:17])C.O.O[Li].O. Product: [C:16]([C:8]1[S:9][C:10]2=[N:11][CH:12]=[CH:13][CH:14]=[C:15]2[C:7]=1[O:6][CH2:5][C:4]([OH:18])=[O:3])#[N:17]. The catalyst class is: 1. (3) Reactant: [F:1][C:2]1[CH:3]=[C:4]([OH:16])[CH:5]=[CH:6][C:7]=1[CH2:8][CH2:9][N:10]1[CH2:14][CH2:13][CH2:12][C@H:11]1[CH3:15].N1C=CC=CC=1.[F:23][C:24]([F:37])([F:36])[S:25](O[S:25]([C:24]([F:37])([F:36])[F:23])(=[O:27])=[O:26])(=[O:27])=[O:26]. Product: [F:23][C:24]([F:37])([F:36])[S:25]([O:16][C:4]1[CH:5]=[CH:6][C:7]([CH2:8][CH2:9][N:10]2[CH2:14][CH2:13][CH2:12][C@H:11]2[CH3:15])=[C:2]([F:1])[CH:3]=1)(=[O:27])=[O:26]. The catalyst class is: 91. (4) Reactant: [Si:1]([O:8][C:9]1[CH:10]=[C:11]([C:15]2[N:16]=[C:17]([N:34]3[CH2:39][CH2:38][O:37][CH2:36][CH2:35]3)[C:18]3[S:23][C:22]([CH2:24][CH2:25][NH:26]C(=O)OC(C)(C)C)=[CH:21][C:19]=3[N:20]=2)[CH:12]=[CH:13][CH:14]=1)([C:4]([CH3:7])([CH3:6])[CH3:5])([CH3:3])[CH3:2].C(Cl)Cl.CO. Product: [Si:1]([O:8][C:9]1[CH:10]=[C:11]([C:15]2[N:16]=[C:17]([N:34]3[CH2:35][CH2:36][O:37][CH2:38][CH2:39]3)[C:18]3[S:23][C:22]([CH2:24][CH2:25][NH2:26])=[CH:21][C:19]=3[N:20]=2)[CH:12]=[CH:13][CH:14]=1)([C:4]([CH3:6])([CH3:7])[CH3:5])([CH3:3])[CH3:2]. The catalyst class is: 137. (5) Reactant: C1C=C[NH+]=CC=1.[O-][Cr](Cl)(=O)=O.[C:12]([O:20][CH2:21][C:22]1([C:29]([O:31][CH2:32][CH3:33])=[O:30])[CH2:27][CH2:26][CH:25]([OH:28])[CH2:24][O:23]1)(=[O:19])[C:13]1[CH:18]=[CH:17][CH:16]=[CH:15][CH:14]=1. Product: [C:12]([O:20][CH2:21][C:22]1([C:29]([O:31][CH2:32][CH3:33])=[O:30])[CH2:27][CH2:26][C:25](=[O:28])[CH2:24][O:23]1)(=[O:19])[C:13]1[CH:14]=[CH:15][CH:16]=[CH:17][CH:18]=1. The catalyst class is: 2. (6) Reactant: [Br:1][C:2]1[C:18]([CH3:19])=[CH:17][C:5]([O:6][CH2:7][CH2:8][C:9]([N:11]2[CH2:14][C:13]([F:16])([F:15])[CH2:12]2)=O)=[CH:4][C:3]=1[CH3:20].B.C1COCC1. Product: [Br:1][C:2]1[C:3]([CH3:20])=[CH:4][C:5]([O:6][CH2:7][CH2:8][CH2:9][N:11]2[CH2:14][C:13]([F:16])([F:15])[CH2:12]2)=[CH:17][C:18]=1[CH3:19]. The catalyst class is: 1. (7) Reactant: [OH:1][CH2:2][CH2:3][C:4]1([CH2:10][CH2:11][C:12]([C:23]([O:25][CH2:26][CH3:27])=[O:24])([C:18]([O:20][CH2:21][CH3:22])=[O:19])[C:13]([O:15][CH2:16][CH3:17])=[O:14])[CH2:9][CH2:8][CH2:7][CH2:6][CH2:5]1.IC1C=CC=CC=1.C(O)(=O)C.C(O)(=O)C.C(OCC)C. Product: [CH:2]([CH2:3][C:4]1([CH2:10][CH2:11][C:12]([C:13]([O:15][CH2:16][CH3:17])=[O:14])([C:23]([O:25][CH2:26][CH3:27])=[O:24])[C:18]([O:20][CH2:21][CH3:22])=[O:19])[CH2:5][CH2:6][CH2:7][CH2:8][CH2:9]1)=[O:1]. The catalyst class is: 4. (8) Reactant: C([O:8][C:9]1[C:13]([O:14]CC2C=CC=CC=2)=[C:12]([C:22]([N:24]([CH3:26])[CH3:25])=[O:23])[N:11]([C:27]2[CH:32]=[CH:31][C:30]([O:33][CH3:34])=[CH:29][CH:28]=2)[C:10]=1[C:35]([NH:37][CH2:38][CH3:39])=[O:36])C1C=CC=CC=1. Product: [CH2:38]([NH:37][C:35]([C:10]1[N:11]([C:27]2[CH:32]=[CH:31][C:30]([O:33][CH3:34])=[CH:29][CH:28]=2)[C:12]([C:22]([N:24]([CH3:26])[CH3:25])=[O:23])=[C:13]([OH:14])[C:9]=1[OH:8])=[O:36])[CH3:39]. The catalyst class is: 19. (9) Reactant: [Br:1][C:2]1[CH:7]=[C:6]([NH:8][CH3:9])[C:5]([NH2:10])=[CH:4][CH:3]=1.[N:11]([O-])=O.[Na+].C(=O)(O)[O-].[Na+]. Product: [Br:1][C:2]1[CH:3]=[CH:4][C:5]2[N:10]=[N:11][N:8]([CH3:9])[C:6]=2[CH:7]=1. The catalyst class is: 33. (10) Reactant: [C:1]([C:3]1[C:4]([S:18][CH:19]([C:24]2[CH:29]=[CH:28][CH:27]=[CH:26][CH:25]=2)[C:20]([O:22]C)=[O:21])=[N:5][C:6]2[CH2:7][CH2:8][CH2:9][CH2:10][C:11]=2[C:12]=1[C:13]1[S:14][CH:15]=[CH:16][CH:17]=1)#[N:2]. Product: [C:1]([C:3]1[C:4]([S:18][CH:19]([C:24]2[CH:25]=[CH:26][CH:27]=[CH:28][CH:29]=2)[C:20]([OH:22])=[O:21])=[N:5][C:6]2[CH2:7][CH2:8][CH2:9][CH2:10][C:11]=2[C:12]=1[C:13]1[S:14][CH:15]=[CH:16][CH:17]=1)#[N:2]. The catalyst class is: 702.